From a dataset of NCI-60 drug combinations with 297,098 pairs across 59 cell lines. Regression. Given two drug SMILES strings and cell line genomic features, predict the synergy score measuring deviation from expected non-interaction effect. (1) Drug 1: C1=C(C(=O)NC(=O)N1)N(CCCl)CCCl. Drug 2: CC1C(C(=O)NC(C(=O)N2CCCC2C(=O)N(CC(=O)N(C(C(=O)O1)C(C)C)C)C)C(C)C)NC(=O)C3=C4C(=C(C=C3)C)OC5=C(C(=O)C(=C(C5=N4)C(=O)NC6C(OC(=O)C(N(C(=O)CN(C(=O)C7CCCN7C(=O)C(NC6=O)C(C)C)C)C)C(C)C)C)N)C. Cell line: 786-0. Synergy scores: CSS=27.9, Synergy_ZIP=-8.84, Synergy_Bliss=-5.77, Synergy_Loewe=-6.74, Synergy_HSA=-5.80. (2) Drug 1: COC1=CC(=CC(=C1O)OC)C2C3C(COC3=O)C(C4=CC5=C(C=C24)OCO5)OC6C(C(C7C(O6)COC(O7)C8=CC=CS8)O)O. Drug 2: CN1C2=C(C=C(C=C2)N(CCCl)CCCl)N=C1CCCC(=O)O.Cl. Cell line: DU-145. Synergy scores: CSS=30.3, Synergy_ZIP=3.10, Synergy_Bliss=4.97, Synergy_Loewe=-43.4, Synergy_HSA=2.77. (3) Drug 2: CCC1(CC2CC(C3=C(CCN(C2)C1)C4=CC=CC=C4N3)(C5=C(C=C6C(=C5)C78CCN9C7C(C=CC9)(C(C(C8N6C)(C(=O)OC)O)OC(=O)C)CC)OC)C(=O)OC)O.OS(=O)(=O)O. Drug 1: C1CC(C1)(C(=O)O)C(=O)O.[NH2-].[NH2-].[Pt+2]. Synergy scores: CSS=10.8, Synergy_ZIP=-1.06, Synergy_Bliss=5.37, Synergy_Loewe=2.15, Synergy_HSA=2.09. Cell line: DU-145. (4) Drug 1: CCCS(=O)(=O)NC1=C(C(=C(C=C1)F)C(=O)C2=CNC3=C2C=C(C=N3)C4=CC=C(C=C4)Cl)F. Drug 2: CC12CCC3C(C1CCC2O)C(CC4=C3C=CC(=C4)O)CCCCCCCCCS(=O)CCCC(C(F)(F)F)(F)F. Cell line: SR. Synergy scores: CSS=19.2, Synergy_ZIP=-1.42, Synergy_Bliss=7.81, Synergy_Loewe=4.96, Synergy_HSA=5.13. (5) Drug 1: CC1C(C(CC(O1)OC2CC(CC3=C2C(=C4C(=C3O)C(=O)C5=C(C4=O)C(=CC=C5)OC)O)(C(=O)CO)O)N)O. Drug 2: CC1=C(C(=CC=C1)Cl)NC(=O)C2=CN=C(S2)NC3=CC(=NC(=N3)C)N4CCN(CC4)CCO. Cell line: NCI-H460. Synergy scores: CSS=60.7, Synergy_ZIP=6.85, Synergy_Bliss=7.75, Synergy_Loewe=-20.7, Synergy_HSA=10.4. (6) Drug 1: C1=C(C(=O)NC(=O)N1)F. Drug 2: CCC1(C2=C(COC1=O)C(=O)N3CC4=CC5=C(C=CC(=C5CN(C)C)O)N=C4C3=C2)O.Cl. Cell line: NCI/ADR-RES. Synergy scores: CSS=26.8, Synergy_ZIP=-10.9, Synergy_Bliss=-7.39, Synergy_Loewe=-6.12, Synergy_HSA=-6.24. (7) Drug 1: COC1=CC(=CC(=C1O)OC)C2C3C(COC3=O)C(C4=CC5=C(C=C24)OCO5)OC6C(C(C7C(O6)COC(O7)C8=CC=CS8)O)O. Drug 2: C1=C(C(=O)NC(=O)N1)N(CCCl)CCCl. Cell line: NCIH23. Synergy scores: CSS=60.0, Synergy_ZIP=-0.707, Synergy_Bliss=-0.492, Synergy_Loewe=-14.4, Synergy_HSA=3.03.